The task is: Regression. Given a peptide amino acid sequence and an MHC pseudo amino acid sequence, predict their binding affinity value. This is MHC class I binding data.. This data is from Peptide-MHC class I binding affinity with 185,985 pairs from IEDB/IMGT. (1) The peptide sequence is LLSEMLNKEY. The MHC is HLA-A26:01 with pseudo-sequence HLA-A26:01. The binding affinity (normalized) is 0.106. (2) The peptide sequence is AVFDRKSDAK. The MHC is HLA-B18:01 with pseudo-sequence HLA-B18:01. The binding affinity (normalized) is 0. (3) The peptide sequence is IARISALGF. The MHC is HLA-B15:17 with pseudo-sequence HLA-B15:17. The binding affinity (normalized) is 0.875. (4) The peptide sequence is ASAAHLAAY. The MHC is SLA-10401 with pseudo-sequence SLA-10401. The binding affinity (normalized) is 0.778. (5) The peptide sequence is LLALQQLEV. The MHC is HLA-B07:02 with pseudo-sequence HLA-B07:02. The binding affinity (normalized) is 0.0847. (6) The peptide sequence is NTNLIKCSDH. The MHC is HLA-A68:01 with pseudo-sequence HLA-A68:01. The binding affinity (normalized) is 0.133.